This data is from Reaction yield outcomes from USPTO patents with 853,638 reactions. The task is: Predict the reaction yield, written as a fraction of the theoretical maximum amount of product (1.0 means a 100% yield; for example, 0.34 means a 34% yield). (1) The reactants are [NH2:1][C:2]1[C:11](I)=[CH:10][C:5]([C:6]([O:8][CH3:9])=[O:7])=[CH:4][N:3]=1.[C:13]([C:15]1[CH:16]=[C:17]([NH:21][C:22]([C:24]2[N:28]([CH3:29])[N:27]=[C:26]([CH3:30])[CH:25]=2)=[O:23])[CH:18]=[CH:19][CH:20]=1)#[CH:14].C(N(CC)CC)C. The catalyst is CN(C=O)C.Cl[Pd](Cl)([P](C1C=CC=CC=1)(C1C=CC=CC=1)C1C=CC=CC=1)[P](C1C=CC=CC=1)(C1C=CC=CC=1)C1C=CC=CC=1.[Cu]I.C1(P(C2C=CC=CC=2)C2C=CC=CC=2)C=CC=CC=1. The product is [NH2:1][C:2]1[C:11]([C:14]#[C:13][C:15]2[CH:20]=[CH:19][CH:18]=[C:17]([NH:21][C:22]([C:24]3[N:28]([CH3:29])[N:27]=[C:26]([CH3:30])[CH:25]=3)=[O:23])[CH:16]=2)=[CH:10][C:5]([C:6]([O:8][CH3:9])=[O:7])=[CH:4][N:3]=1. The yield is 0.780. (2) The reactants are [CH2:1]([C:8]1[CH:12]=[C:11]([C:13]([NH:15][C@@H:16]2[C:22](=[O:23])[NH:21][C:20]3[CH:24]=[C:25]([B:28]4[O:32]C(C)(C)C(C)(C)[O:29]4)[CH:26]=[CH:27][C:19]=3[CH2:18][CH2:17]2)=[O:14])[NH:10][N:9]=1)[C:2]1[CH:7]=[CH:6][CH:5]=[CH:4][CH:3]=1.C1(B(O)O)C=CC=CC=1.Cl. The catalyst is C1COCC1. The product is [CH2:1]([C:8]1[CH:12]=[C:11]([C:13]([NH:15][C@@H:16]2[C:22](=[O:23])[NH:21][C:20]3[CH:24]=[C:25]([B:28]([OH:32])[OH:29])[CH:26]=[CH:27][C:19]=3[CH2:18][CH2:17]2)=[O:14])[NH:10][N:9]=1)[C:2]1[CH:7]=[CH:6][CH:5]=[CH:4][CH:3]=1. The yield is 0.330. (3) The reactants are [CH2:1]([O:3][C:4]([C:6]1[C:10]([CH2:11][CH2:12][C:13](=O)[N:14]([CH3:16])[CH3:15])=[CH:9][NH:8][C:7]=1[CH3:18])=[O:5])[CH3:2].B.O1CCCC1.CO. The catalyst is C1COCC1. The product is [CH2:1]([O:3][C:4]([C:6]1[C:10]([CH2:11][CH2:12][CH2:13][N:14]([CH3:16])[CH3:15])=[CH:9][NH:8][C:7]=1[CH3:18])=[O:5])[CH3:2]. The yield is 0.650.